From a dataset of Peptide-MHC class II binding affinity with 134,281 pairs from IEDB. Regression. Given a peptide amino acid sequence and an MHC pseudo amino acid sequence, predict their binding affinity value. This is MHC class II binding data. (1) The peptide sequence is ILNTWLVKPGAGIMI. The MHC is DRB1_0802 with pseudo-sequence DRB1_0802. The binding affinity (normalized) is 0.415. (2) The peptide sequence is KAFVLDSDNLIPKVV. The MHC is HLA-DPA10201-DPB10501 with pseudo-sequence HLA-DPA10201-DPB10501. The binding affinity (normalized) is 0.493. (3) The peptide sequence is TLTAALLLLVAHYAI. The MHC is DRB1_0101 with pseudo-sequence DRB1_0101. The binding affinity (normalized) is 0.366. (4) The peptide sequence is MSSFLGKWKLSESHNFDA. The MHC is DRB1_0701 with pseudo-sequence DRB1_0701. The binding affinity (normalized) is 0.603. (5) The binding affinity (normalized) is 0.376. The peptide sequence is ILPNTLVLDFCDDAL. The MHC is DRB1_0802 with pseudo-sequence DRB1_0802.